The task is: Regression. Given two drug SMILES strings and cell line genomic features, predict the synergy score measuring deviation from expected non-interaction effect.. This data is from NCI-60 drug combinations with 297,098 pairs across 59 cell lines. Drug 1: C1=CC(=CC=C1CCCC(=O)O)N(CCCl)CCCl. Drug 2: C1=NC(=NC(=O)N1C2C(C(C(O2)CO)O)O)N. Cell line: LOX IMVI. Synergy scores: CSS=35.6, Synergy_ZIP=-11.5, Synergy_Bliss=-5.07, Synergy_Loewe=-5.81, Synergy_HSA=-2.18.